Dataset: Forward reaction prediction with 1.9M reactions from USPTO patents (1976-2016). Task: Predict the product of the given reaction. (1) Given the reactants [Br:1][C:2]1[CH:3]=[C:4]([Cl:10])[C:5]([NH:8][NH2:9])=[N:6][CH:7]=1.C(O)C.C(O[CH:17]=[C:18]([C:24]([CH3:26])=O)[C:19]([O:21][CH2:22][CH3:23])=[O:20])C, predict the reaction product. The product is: [CH2:22]([O:21][C:19]([C:18]1[CH:17]=[N:9][N:8]([C:5]2[C:4]([Cl:10])=[CH:3][C:2]([Br:1])=[CH:7][N:6]=2)[C:24]=1[CH3:26])=[O:20])[CH3:23]. (2) Given the reactants C([O-])([O-])=O.[K+:5].[K+].[CH2:7]([N:14]1[C:21]2[CH:20]=[C:19]([C:22]([OH:24])=[O:23])[NH:18][C:17]=2[CH:16]=[CH:15]1)[C:8]1[CH:13]=[CH:12][CH:11]=[CH:10][CH:9]=1, predict the reaction product. The product is: [K+:5].[CH2:7]([N:14]1[C:21]2[CH:20]=[C:19]([C:22]([O-:24])=[O:23])[NH:18][C:17]=2[CH:16]=[CH:15]1)[C:8]1[CH:9]=[CH:10][CH:11]=[CH:12][CH:13]=1. (3) The product is: [Cl:1][C:2]1[CH:10]=[C:9]2[C:5]([C:6]([CH:17]=[O:18])=[N:7][N:8]2[CH:11]2[CH2:16][CH2:15][CH2:14][CH2:13][O:12]2)=[CH:4][CH:3]=1. Given the reactants [Cl:1][C:2]1[CH:10]=[C:9]2[C:5]([C:6]([CH2:17][OH:18])=[N:7][N:8]2[CH:11]2[CH2:16][CH2:15][CH2:14][CH2:13][O:12]2)=[CH:4][CH:3]=1.CS(C)=O, predict the reaction product.